From a dataset of Full USPTO retrosynthesis dataset with 1.9M reactions from patents (1976-2016). Predict the reactants needed to synthesize the given product. (1) Given the product [Br:1][C:2]1[C:3]2[CH:4]3[CH2:22][CH:5]3[C:6](=[O:21])[NH:7][C:8]=2[CH:9]=[CH:10][CH:11]=1, predict the reactants needed to synthesize it. The reactants are: [Br:1][C:2]1[C:3]2[CH:4]3[CH2:22][CH:5]3[C:6](=[O:21])[N:7](CC3C=CC(OC)=CC=3)[C:8]=2[CH:9]=[CH:10][CH:11]=1.O=[N+]([O-])[O-].[O-][N+](=O)[O-].[O-][N+](=O)[O-].[O-][N+](=O)[O-].[O-][N+](=O)[O-].[O-][N+](=O)[O-].[Ce+4].[NH4+].[NH4+]. (2) Given the product [CH:23]1([O:22][C:19]2[CH:20]=[CH:21][C:16]([O:1][C:2]3[CH:3]=[CH:4][C:5]([CH2:8][CH2:9][CH2:10][NH:11][C:12](=[O:14])[CH3:13])=[CH:6][CH:7]=3)=[N:17][CH:18]=2)[CH2:24][CH2:25][CH2:26][CH2:27]1, predict the reactants needed to synthesize it. The reactants are: [OH:1][C:2]1[CH:7]=[CH:6][C:5]([CH2:8][CH2:9][CH2:10][NH:11][C:12](=[O:14])[CH3:13])=[CH:4][CH:3]=1.Cl[C:16]1[CH:21]=[CH:20][C:19]([O:22][CH:23]2[CH2:27][CH2:26][CH2:25][CH2:24]2)=[CH:18][N:17]=1. (3) Given the product [Cl:21][C:20]1[C:15]2[N:14]=[C:13]3[N:8]([C:5]4[CH:6]=[CH:7][C:2]([O:69][CH:34]([CH3:37])[CH3:35])=[CH:3][C:4]=4[CH3:31])[CH2:9][CH2:10][CH2:11][N:12]3[C:16]=2[C:17]([CH:22]([O:27][CH:28]([F:30])[F:29])[C:23]([F:26])([F:25])[F:24])=[CH:18][CH:19]=1, predict the reactants needed to synthesize it. The reactants are: Br[C:2]1[CH:7]=[CH:6][C:5]([N:8]2[C:13]3=[N:14][C:15]4[C:20]([Cl:21])=[CH:19][CH:18]=[C:17]([CH:22]([O:27][CH:28]([F:30])[F:29])[C:23]([F:26])([F:25])[F:24])[C:16]=4[N:12]3[CH2:11][CH2:10][CH2:9]2)=[C:4]([CH3:31])[CH:3]=1.[OH-].[K+].[C:34](P(C(C)(C)C)C1C(C)=C(C)C(C)=C(C)C=1C1C(C(C)C)=CC(C(C)C)=CC=1C(C)C)([CH3:37])(C)[CH3:35].C(=O)([O-])[O-:69].[K+].[K+].IC(C)C.